Dataset: Forward reaction prediction with 1.9M reactions from USPTO patents (1976-2016). Task: Predict the product of the given reaction. (1) The product is: [C:15]1([CH3:42])[CH:20]=[CH:19][C:18]([C:21]([C@@:23]([C:39]([OH:41])=[O:40])([OH:38])[C@@:24]([C:29]([C:31]2[CH:32]=[CH:33][C:34]([CH3:37])=[CH:35][CH:36]=2)=[O:30])([OH:28])[C:25]([OH:27])=[O:26])=[O:22])=[CH:17][CH:16]=1.[NH2:1][C@H:2]1[C:8]2[CH:9]=[CH:10][CH2:11][CH2:12][C:7]=2[CH2:6][CH2:5][N:4]([CH3:13])[C:3]1=[O:14]. Given the reactants [NH2:1][CH:2]1[C:8]2[CH:9]=[CH:10][CH2:11][CH2:12][C:7]=2[CH2:6][CH2:5][N:4]([CH3:13])[C:3]1=[O:14].[C:15]1([CH3:42])[CH:20]=[CH:19][C:18]([C:21]([C@@:23]([C:39]([OH:41])=[O:40])([OH:38])[C@@:24]([C:29]([C:31]2[CH:36]=[CH:35][C:34]([CH3:37])=[CH:33][CH:32]=2)=[O:30])([OH:28])[C:25]([OH:27])=[O:26])=[O:22])=[CH:17][CH:16]=1, predict the reaction product. (2) The product is: [F:1][C:2]1[CH:3]=[C:4]([C:8]2[CH:17]=[C:16]3[C:11]([CH2:12][CH2:13][CH2:14][CH:15]3[NH:18][C:19]3[CH:20]=[C:21]([CH:30]=[CH:31][CH:32]=3)[O:22][CH2:23][C:24]([O:26][CH:27]([CH3:28])[CH3:29])=[O:25])=[CH:10][CH:9]=2)[CH:5]=[CH:6][CH:7]=1. Given the reactants [F:1][C:2]1[CH:3]=[C:4]([C:8]2[CH:17]=[C:16]3[C:11]([CH2:12][CH2:13][CH2:14][C:15]3=[N:18][C:19]3[CH:20]=[C:21]([CH:30]=[CH:31][CH:32]=3)[O:22][CH2:23][C:24]([O:26][CH:27]([CH3:29])[CH3:28])=[O:25])=[CH:10][CH:9]=2)[CH:5]=[CH:6][CH:7]=1.[B-](OC(C)=O)(OC(C)=O)OC(C)=O.[Na+], predict the reaction product. (3) Given the reactants [C:1]([N:4]([CH2:71][C:72](=[O:95])[NH:73][CH2:74][CH2:75][CH2:76][O:77][CH2:78][CH2:79][O:80][CH2:81][CH2:82][O:83][CH2:84][CH2:85][CH2:86][NH:87]C(=O)OC(C)(C)C)[CH2:5][CH2:6][CH2:7][O:8][CH2:9][CH2:10][O:11][CH2:12][CH2:13][O:14][CH2:15][CH2:16][CH2:17][NH:18][C:19]1[C:22](=[O:23])[C:21](=[O:24])[C:20]=1[NH:25][CH2:26][CH2:27][CH2:28][O:29][CH2:30][CH2:31][O:32][CH2:33][CH2:34][O:35][CH2:36][CH2:37][CH2:38][NH:39][C:40](=[O:70])[CH2:41][CH2:42][CH:43]([NH:47][C:48](=[O:69])[C:49]1[CH:54]=[CH:53][C:52]([NH:55][CH2:56][C:57]2[N:58]=[C:59]3[C:64](=[N:65][CH:66]=2)[N:63]=[C:62]([NH2:67])[NH:61][C:60]3=[O:68])=[CH:51][CH:50]=1)[C:44]([OH:46])=[O:45])(=[O:3])[CH3:2], predict the reaction product. The product is: [C:1]([N:4]([CH2:71][C:72](=[O:95])[NH:73][CH2:74][CH2:75][CH2:76][O:77][CH2:78][CH2:79][O:80][CH2:81][CH2:82][O:83][CH2:84][CH2:85][CH2:86][NH2:87])[CH2:5][CH2:6][CH2:7][O:8][CH2:9][CH2:10][O:11][CH2:12][CH2:13][O:14][CH2:15][CH2:16][CH2:17][NH:18][C:19]1[C:22](=[O:23])[C:21](=[O:24])[C:20]=1[NH:25][CH2:26][CH2:27][CH2:28][O:29][CH2:30][CH2:31][O:32][CH2:33][CH2:34][O:35][CH2:36][CH2:37][CH2:38][NH:39][C:40](=[O:70])[CH2:41][CH2:42][CH:43]([NH:47][C:48](=[O:69])[C:49]1[CH:54]=[CH:53][C:52]([NH:55][CH2:56][C:57]2[N:58]=[C:59]3[C:64](=[N:65][CH:66]=2)[N:63]=[C:62]([NH2:67])[NH:61][C:60]3=[O:68])=[CH:51][CH:50]=1)[C:44]([OH:46])=[O:45])(=[O:3])[CH3:2]. (4) Given the reactants I[C:2]1[CH:11]=[CH:10][CH:9]=[C:8]2[C:3]=1[CH:4]=[CH:5][C:6](Cl)=[N:7]2.[O:13]1[C:18]2[CH:19]=[CH:20][CH:21]=[C:22]([CH2:23][NH2:24])[C:17]=2[O:16][CH2:15][CH2:14]1.[NH2:25][CH2:26][C:27]1[CH:35]=[CH:34][CH:33]=[C:32]2[C:28]=1[CH:29]=[CH:30][NH:31]2, predict the reaction product. The product is: [O:13]1[C:18]2[CH:19]=[CH:20][CH:21]=[C:22]([CH2:23][NH:24][C:6]3[CH:5]=[CH:4][C:3]4[C:2]([NH:25][CH2:26][C:27]5[CH:35]=[CH:34][CH:33]=[C:32]6[C:28]=5[CH:29]=[CH:30][NH:31]6)=[CH:11][CH:10]=[CH:9][C:8]=4[N:7]=3)[C:17]=2[O:16][CH2:15][CH2:14]1. (5) Given the reactants [CH2:1]([NH:8][CH2:9][CH2:10][O:11][C:12]1[CH:20]=[C:19]2[C:15]([C:16]([CH3:28])=[N:17][N:18]2[C:21]([O:23][C:24]([CH3:27])([CH3:26])[CH3:25])=[O:22])=[CH:14][CH:13]=1)[C:2]1[CH:7]=[CH:6][CH:5]=[CH:4][CH:3]=1.[F:29][C:30]1[CH:35]=[CH:34][C:33]([C@@H:36]2[CH2:38][O:37]2)=[CH:32][C:31]=1[N+:39]([O-:41])=[O:40], predict the reaction product. The product is: [CH2:1]([N:8]([CH2:38][C@@H:36]([C:33]1[CH:34]=[CH:35][C:30]([F:29])=[C:31]([N+:39]([O-:41])=[O:40])[CH:32]=1)[OH:37])[CH2:9][CH2:10][O:11][C:12]1[CH:20]=[C:19]2[C:15]([C:16]([CH3:28])=[N:17][N:18]2[C:21]([O:23][C:24]([CH3:25])([CH3:27])[CH3:26])=[O:22])=[CH:14][CH:13]=1)[C:2]1[CH:3]=[CH:4][CH:5]=[CH:6][CH:7]=1.